This data is from NCI-60 drug combinations with 297,098 pairs across 59 cell lines. The task is: Regression. Given two drug SMILES strings and cell line genomic features, predict the synergy score measuring deviation from expected non-interaction effect. (1) Drug 1: CC1C(C(CC(O1)OC2CC(CC3=C2C(=C4C(=C3O)C(=O)C5=C(C4=O)C(=CC=C5)OC)O)(C(=O)CO)O)N)O.Cl. Drug 2: C1CCC(C(C1)N)N.C(=O)(C(=O)[O-])[O-].[Pt+4]. Cell line: UO-31. Synergy scores: CSS=12.6, Synergy_ZIP=-5.67, Synergy_Bliss=-0.542, Synergy_Loewe=-1.42, Synergy_HSA=-0.0335. (2) Drug 1: CC1=C2C(C(=O)C3(C(CC4C(C3C(C(C2(C)C)(CC1OC(=O)C(C(C5=CC=CC=C5)NC(=O)OC(C)(C)C)O)O)OC(=O)C6=CC=CC=C6)(CO4)OC(=O)C)O)C)O. Drug 2: CS(=O)(=O)CCNCC1=CC=C(O1)C2=CC3=C(C=C2)N=CN=C3NC4=CC(=C(C=C4)OCC5=CC(=CC=C5)F)Cl. Cell line: HL-60(TB). Synergy scores: CSS=38.4, Synergy_ZIP=22.4, Synergy_Bliss=22.0, Synergy_Loewe=22.2, Synergy_HSA=19.4. (3) Drug 1: C1CCC(C1)C(CC#N)N2C=C(C=N2)C3=C4C=CNC4=NC=N3. Drug 2: CCN(CC)CCNC(=O)C1=C(NC(=C1C)C=C2C3=C(C=CC(=C3)F)NC2=O)C. Cell line: SK-MEL-2. Synergy scores: CSS=-5.33, Synergy_ZIP=5.19, Synergy_Bliss=2.86, Synergy_Loewe=-5.04, Synergy_HSA=-3.53. (4) Drug 1: CN(C)C1=NC(=NC(=N1)N(C)C)N(C)C. Synergy scores: CSS=36.9, Synergy_ZIP=-1.88, Synergy_Bliss=0.617, Synergy_Loewe=-27.9, Synergy_HSA=0.734. Cell line: HCT116. Drug 2: C1CN(CCN1C(=O)CCBr)C(=O)CCBr. (5) Drug 1: CC1=C(C=C(C=C1)NC(=O)C2=CC=C(C=C2)CN3CCN(CC3)C)NC4=NC=CC(=N4)C5=CN=CC=C5. Drug 2: CN(C(=O)NC(C=O)C(C(C(CO)O)O)O)N=O. Cell line: HCT116. Synergy scores: CSS=-1.19, Synergy_ZIP=5.81, Synergy_Bliss=8.73, Synergy_Loewe=4.15, Synergy_HSA=3.68.